This data is from Cav3 T-type calcium channel HTS with 100,875 compounds. The task is: Binary Classification. Given a drug SMILES string, predict its activity (active/inactive) in a high-throughput screening assay against a specified biological target. The molecule is O=C1C=2C(C(=C(NC2CCC1)C)C(OC(C)C)=O)c1cccnc1. The result is 0 (inactive).